Predict the reactants needed to synthesize the given product. From a dataset of Full USPTO retrosynthesis dataset with 1.9M reactions from patents (1976-2016). Given the product [CH3:10][O:9][C:7]([CH:3]1[CH2:4][CH2:5][CH2:6][N:2]1[N:1]=[CH:14][CH2:13][C:12]([CH3:17])([CH3:16])[CH3:11])=[O:8], predict the reactants needed to synthesize it. The reactants are: [NH2:1][N:2]1[CH2:6][CH2:5][CH2:4][CH:3]1[C:7]([O:9][CH3:10])=[O:8].[CH3:11][C:12]([CH3:17])([CH3:16])[CH2:13][CH:14]=O.